From a dataset of Peptide-MHC class II binding affinity with 134,281 pairs from IEDB. Regression. Given a peptide amino acid sequence and an MHC pseudo amino acid sequence, predict their binding affinity value. This is MHC class II binding data. (1) The peptide sequence is YTKFLANVSTVLTGK. The MHC is DRB1_0802 with pseudo-sequence DRB1_0802. The binding affinity (normalized) is 0.830. (2) The peptide sequence is GLNITGVTCGPGHGI. The binding affinity (normalized) is 0.0623. The MHC is HLA-DQA10104-DQB10503 with pseudo-sequence HLA-DQA10104-DQB10503. (3) The peptide sequence is VIPEGWKADTAYESK. The MHC is HLA-DPA10201-DPB11401 with pseudo-sequence HLA-DPA10201-DPB11401. The binding affinity (normalized) is 0.0423. (4) The peptide sequence is TEDDFKNIAAAGLNHV. The MHC is DRB1_0405 with pseudo-sequence DRB1_0405. The binding affinity (normalized) is 0.493. (5) The peptide sequence is MASSSSVLLVVVLFA. The MHC is DRB1_0802 with pseudo-sequence DRB1_0802. The binding affinity (normalized) is 0. (6) The peptide sequence is PFAATHNPWASQRF. The MHC is DRB1_1101 with pseudo-sequence DRB1_1101. The binding affinity (normalized) is 0.166. (7) The peptide sequence is AYAQRVYQANRAAGS. The MHC is HLA-DQA10101-DQB10501 with pseudo-sequence HLA-DQA10101-DQB10501. The binding affinity (normalized) is 0.138. (8) The peptide sequence is CTNFKTQLVLSSMVN. The MHC is DRB1_1101 with pseudo-sequence DRB1_1101. The binding affinity (normalized) is 0.589. (9) The peptide sequence is VAVSEGKPTEKHIQI. The MHC is HLA-DQA10501-DQB10201 with pseudo-sequence HLA-DQA10501-DQB10201. The binding affinity (normalized) is 0.